Dataset: Forward reaction prediction with 1.9M reactions from USPTO patents (1976-2016). Task: Predict the product of the given reaction. Given the reactants [Br:1][C:2]1[CH:7]=[CH:6][C:5]([CH:8]2[CH2:13][CH2:12][S:11](=[O:15])(=[O:14])[NH:10][C:9]2=O)=[CH:4][CH:3]=1.CC(C)([O-])C.[K+], predict the reaction product. The product is: [Br:1][C:2]1[CH:3]=[CH:4][C:5]([CH:8]2[CH2:13][CH2:12][S:11](=[O:15])(=[O:14])[NH:10][CH2:9]2)=[CH:6][CH:7]=1.